This data is from Reaction yield outcomes from USPTO patents with 853,638 reactions. The task is: Predict the reaction yield, written as a fraction of the theoretical maximum amount of product (1.0 means a 100% yield; for example, 0.34 means a 34% yield). (1) The reactants are [Br:1][C:2]1[CH:10]=[C:9]2[C:5]([C:6]([C:11]([O:13][CH3:14])=[O:12])=[CH:7][NH:8]2)=[CH:4][CH:3]=1.[H-].[Na+].[N:17]1[CH:22]=[CH:21][CH:20]=[C:19]([S:23](Cl)(=[O:25])=[O:24])[CH:18]=1.O. The catalyst is O1CCCC1. The product is [Br:1][C:2]1[CH:10]=[C:9]2[C:5]([C:6]([C:11]([O:13][CH3:14])=[O:12])=[CH:7][N:8]2[S:23]([C:19]2[CH:18]=[N:17][CH:22]=[CH:21][CH:20]=2)(=[O:25])=[O:24])=[CH:4][CH:3]=1. The yield is 0.800. (2) The reactants are C(O[C:6](=[O:28])[NH:7][C@@H:8]([CH2:21][C:22]1[CH:27]=[CH:26][CH:25]=[CH:24][CH:23]=1)[CH:9]([C:11](=[O:20])[NH:12][CH2:13][C:14]1[CH:19]=[CH:18][CH:17]=[CH:16][CH:15]=1)[OH:10])(C)(C)C.FC(F)(F)C(O)=O.[C:36]1([S:42]([NH:45][C@@H:46]([CH3:63])[C:47]([NH:49][C@@H:50]([CH2:54][C:55]2[CH:60]=[CH:59][C:58]([O:61][CH3:62])=[CH:57][CH:56]=2)C(O)=O)=[O:48])(=[O:44])=[O:43])[CH:41]=[CH:40][CH:39]=[CH:38][CH:37]=1.C(N(CC)C(C)C)(C)C.CN(C(ON1N=NC2C=CC=NC1=2)=[N+](C)C)C.F[P-](F)(F)(F)(F)F. The catalyst is ClCCl.CN(C=O)C.O. The product is [C:36]1([S:42]([NH:45][C@@H:46]([CH3:63])[C:47]([NH:49][C@@H:50]([CH2:54][C:55]2[CH:60]=[CH:59][C:58]([O:61][CH3:62])=[CH:57][CH:56]=2)[C:6]([NH:7][CH:8]([CH2:21][C:22]2[CH:23]=[CH:24][CH:25]=[CH:26][CH:27]=2)[C@H:9]([OH:10])[C:11]([NH:12][CH2:13][C:14]2[CH:15]=[CH:16][CH:17]=[CH:18][CH:19]=2)=[O:20])=[O:28])=[O:48])(=[O:43])=[O:44])[CH:37]=[CH:38][CH:39]=[CH:40][CH:41]=1. The yield is 0.760. (3) The reactants are [F:1][C:2]([F:13])([F:12])[O:3][C:4]1[CH:11]=[CH:10][C:7]([CH:8]=[O:9])=[CH:6][CH:5]=1.C(Cl)Cl.OS(O)(=O)=O.[Br:22]N1C(=O)CCC1=O. The catalyst is C(O)(C(F)(F)F)=O. The product is [Br:22][C:5]1[CH:6]=[C:7]([CH:10]=[CH:11][C:4]=1[O:3][C:2]([F:12])([F:13])[F:1])[CH:8]=[O:9]. The yield is 0.620. (4) The reactants are [Cl:1][C:2]1[C:3]([O:30][C@@H:31]2[CH2:36][CH2:35][CH2:34][CH2:33][C@@H:32]2[C:37]2[N:41]([CH3:42])[N:40]=[CH:39][CH:38]=2)=[CH:4][C:5]([F:29])=[C:6]([S:8]([N:11](CC2C=CC(OC)=CC=2OC)[C:12]2[CH:17]=[CH:16][N:15]=[CH:14][N:13]=2)(=[O:10])=[O:9])[CH:7]=1.C([SiH](CC)CC)C.FC(F)(F)C(O)=O. The catalyst is ClCCl. The product is [Cl:1][C:2]1[C:3]([O:30][C@@H:31]2[CH2:36][CH2:35][CH2:34][CH2:33][C@@H:32]2[C:37]2[N:41]([CH3:42])[N:40]=[CH:39][CH:38]=2)=[CH:4][C:5]([F:29])=[C:6]([S:8]([NH:11][C:12]2[CH:17]=[CH:16][N:15]=[CH:14][N:13]=2)(=[O:10])=[O:9])[CH:7]=1. The yield is 0.990. (5) The reactants are [C:1]([C:3]1[CH:4]=[C:5]([C:23]([O:25][CH2:26][CH3:27])=[O:24])[C:6](=[O:22])[N:7]2[C:12]=1[CH:11]=[CH:10][CH:9]=[C:8]2[C:13]1[C:18]([CH3:19])=[CH:17][C:16]([CH3:20])=[CH:15][C:14]=1[CH3:21])#[N:2].Cl.[CH4:29].[CH:30](=O)[CH2:31][CH3:32].C(O[BH-](O[C:44](=O)[CH3:45])OC(=O)C)(=O)C.[Na+]. The catalyst is C(O)C.ClCCCl.[OH-].[OH-].[Pd+2]. The product is [CH2:30]([N:2]([CH2:1][C:3]1[CH:4]=[C:5]([C:23]([O:25][CH2:26][CH3:27])=[O:24])[C:6](=[O:22])[N:7]2[C:12]=1[CH:11]=[CH:10][CH:9]=[C:8]2[C:13]1[C:18]([CH3:19])=[CH:17][C:16]([CH3:20])=[CH:15][C:14]=1[CH3:21])[CH2:29][CH2:44][CH3:45])[CH2:31][CH3:32]. The yield is 0.420. (6) The reactants are [CH:1]1([C:6]([C:8]2[CH:13]=[C:12]([CH3:14])[CH:11]=[CH:10][C:9]=2[NH:15][C:16](=[O:30])[NH:17][C:18]2[S:19][CH:20]=[C:21]([CH2:23][CH2:24]OS(C)(=O)=O)[N:22]=2)=[O:7])[CH2:5][CH2:4][CH2:3][CH2:2]1.[NH:31]1[CH:35]=[CH:34][N:33]=[C:32]1[SH:36]. No catalyst specified. The product is [CH:1]1([C:6]([C:8]2[CH:13]=[C:12]([CH3:14])[CH:11]=[CH:10][C:9]=2[NH:15][C:16]([NH:17][C:18]2[S:19][CH:20]=[C:21]([CH2:23][CH2:24][S:36][C:32]3[NH:31][CH:35]=[CH:34][N:33]=3)[N:22]=2)=[O:30])=[O:7])[CH2:2][CH2:3][CH2:4][CH2:5]1. The yield is 0.500. (7) The reactants are [Cl:1][C:2]1[CH:3]=[C:4]2[C:8](=[CH:9][CH:10]=1)[NH:7][CH:6]=[C:5]2[CH2:11]N(C)C.[C-:15]#[N:16].[K+]. The catalyst is CN(C)C=O.O. The product is [Cl:1][C:2]1[CH:3]=[C:4]2[C:8](=[CH:9][CH:10]=1)[NH:7][CH:6]=[C:5]2[CH2:11][C:15]#[N:16]. The yield is 0.630.